From a dataset of Full USPTO retrosynthesis dataset with 1.9M reactions from patents (1976-2016). Predict the reactants needed to synthesize the given product. Given the product [ClH:40].[NH:1]1[CH2:6][CH2:5][CH2:4][C@@H:3]([NH:7][C:8]2[C:9]3[CH:16]=[CH:15][NH:14][C:10]=3[N:11]=[CH:12][N:13]=2)[CH2:2]1, predict the reactants needed to synthesize it. The reactants are: [NH:1]1[CH2:6][CH2:5][CH2:4][C@@H:3]([NH:7][C:8]2[C:9]3[CH:16]=[CH:15][NH:14][C:10]=3[N:11]=[CH:12][N:13]=2)[CH2:2]1.N1C2NC=CC=2C(N[C@@H]2CCCN(C(OC(C)(C)C)=O)C2)=NC=1.[ClH:40].